This data is from Full USPTO retrosynthesis dataset with 1.9M reactions from patents (1976-2016). The task is: Predict the reactants needed to synthesize the given product. (1) Given the product [Br:8][C:5]1[CH:6]=[CH:7][C:2]([C:15]2[CH:14]=[CH:13][N:12]=[CH:11][C:10]=2[F:9])=[N:3][CH:4]=1, predict the reactants needed to synthesize it. The reactants are: Br[C:2]1[CH:7]=[CH:6][C:5]([Br:8])=[CH:4][N:3]=1.[F:9][C:10]1[CH:11]=[N:12][CH:13]=[CH:14][C:15]=1[Sn](CCCC)(CCCC)CCCC. (2) Given the product [ClH:15].[F:27][C:24]1[CH:23]=[CH:22][C:21]([C:19](=[O:20])[CH2:18][CH2:17][CH2:16][N:1]2[CH2:6][CH2:5][O:4][CH2:3][CH2:2]2)=[CH:26][CH:25]=1, predict the reactants needed to synthesize it. The reactants are: [NH:1]1[CH2:6][CH2:5][O:4][CH2:3][CH2:2]1.C(=O)([O-])[O-].[Na+].[Na+].[I-].[Na+].[Cl:15][CH2:16][CH2:17][CH2:18][C:19]([C:21]1[CH:26]=[CH:25][C:24]([F:27])=[CH:23][CH:22]=1)=[O:20]. (3) Given the product [NH2:14][C@H:13]([C:32]([OH:34])=[O:33])[CH2:12][CH2:11][CH2:10][CH2:9][NH2:8], predict the reactants needed to synthesize it. The reactants are: C([NH:8][CH2:9][CH2:10][CH2:11][CH2:12][C@@H:13]([C:32]([OH:34])=[O:33])[NH:14]C(OCC1C2C(=CC=CC=2)C2C1=CC=CC=2)=O)(OC(C)(C)C)=O.CN(C(ON1N=NC2C=CC=CC1=2)=[N+](C)C)C.F[P-](F)(F)(F)(F)F.C1C=CC2N(O)N=NC=2C=1.CCN(C(C)C)C(C)C.BrCC(O)=O.CC(C)N=C=NC(C)C.C(N)CC. (4) Given the product [C:32]([O:31][C:29]([N:23]1[CH2:28][CH2:27][N:26]([C:4](=[O:5])[C:3]2[CH:7]=[C:8]([CH2:11][C:12]3[C:21]4[C:16](=[CH:17][CH:18]=[CH:19][CH:20]=4)[C:15](=[O:22])[NH:14][N:13]=3)[CH:9]=[CH:10][C:2]=2[F:1])[CH2:25][CH2:24]1)=[O:30])([CH3:35])([CH3:33])[CH3:34], predict the reactants needed to synthesize it. The reactants are: [F:1][C:2]1[CH:10]=[CH:9][C:8]([CH2:11][C:12]2[C:21]3[C:16](=[CH:17][CH:18]=[CH:19][CH:20]=3)[C:15](=[O:22])[NH:14][N:13]=2)=[CH:7][C:3]=1[C:4](O)=[O:5].[N:23]1([C:29]([O:31][C:32]([CH3:35])([CH3:34])[CH3:33])=[O:30])[CH2:28][CH2:27][NH:26][CH2:25][CH2:24]1.CN(C(ON1N=NC2C=CC=NC1=2)=[N+](C)C)C.F[P-](F)(F)(F)(F)F.CCN(C(C)C)C(C)C. (5) Given the product [Cl:17][C:15]1[CH:14]=[CH:13][C:12]([S:18]([CH2:21][CH3:22])(=[O:19])=[O:20])=[C:11]([CH2:10][N:9]2[C:8](=[O:23])[C:7]3[C:2](=[C:3]([C:42]#[N:43])[C:4]([CH2:28][N:29]4[CH2:33][CH2:32][C@@H:31]([NH:34][C:35](=[O:41])[O:36][C:37]([CH3:38])([CH3:39])[CH3:40])[CH2:30]4)=[C:5]([C:24]([F:25])([F:26])[F:27])[CH:6]=3)[N:1]=[CH:45]2)[CH:16]=1, predict the reactants needed to synthesize it. The reactants are: [NH2:1][C:2]1[C:3]([C:42]#[N:43])=[C:4]([CH2:28][N:29]2[CH2:33][CH2:32][C@@H:31]([NH:34][C:35](=[O:41])[O:36][C:37]([CH3:40])([CH3:39])[CH3:38])[CH2:30]2)[C:5]([C:24]([F:27])([F:26])[F:25])=[CH:6][C:7]=1[C:8](=[O:23])[NH:9][CH2:10][C:11]1[CH:16]=[C:15]([Cl:17])[CH:14]=[CH:13][C:12]=1[S:18]([CH2:21][CH3:22])(=[O:20])=[O:19].F[C:45](F)(F)C1C=C2C(=CC=1)N=CNC2=O. (6) The reactants are: [Cl:1][C:2]1[CH:7]=[C:6]([Cl:8])[CH:5]=[CH:4][C:3]=1[C:9]1[CH:14]=[CH:13][N:12]=[C:11](OS(C(F)(F)F)(=O)=O)[C:10]=1[N+:23]([O-:25])=[O:24].Cl.[CH3:27][O:28][CH2:29][CH:30]([NH2:33])[CH2:31][CH3:32]. Given the product [Cl:1][C:2]1[CH:7]=[C:6]([Cl:8])[CH:5]=[CH:4][C:3]=1[C:9]1[CH:14]=[CH:13][N:12]=[C:11]([NH:33][CH:30]([CH2:29][O:28][CH3:27])[CH2:31][CH3:32])[C:10]=1[N+:23]([O-:25])=[O:24], predict the reactants needed to synthesize it. (7) Given the product [NH2:25][C:8]1[N:7]=[C:6]([O:5][CH2:1][CH2:2][CH2:3][CH3:4])[N:14]=[C:13]2[C:9]=1[NH:10][C:11](=[O:23])[N:12]2[CH2:15][CH2:16][CH:17]1[CH2:18][CH2:19][N:20]([CH2:28][CH2:27][CH:29]2[CH2:34][CH2:33][CH2:32][CH2:31][CH2:30]2)[CH2:21][CH2:22]1, predict the reactants needed to synthesize it. The reactants are: [CH2:1]([O:5][C:6]1[N:14]=[C:13]2[C:9]([N:10]=[C:11]([O:23]C)[N:12]2[CH2:15][CH2:16][CH:17]2[CH2:22][CH2:21][NH:20][CH2:19][CH2:18]2)=[C:8]([NH2:25])[N:7]=1)[CH2:2][CH2:3][CH3:4].I[CH:27]([CH:29]1[CH2:34][CH2:33][CH2:32][CH2:31][CH2:30]1)[CH3:28]. (8) Given the product [CH2:35]([O:42][CH2:43][C@H:44]([OH:45])[CH2:46][C:26]1[N:25]([C:6]([C:13]2[CH:18]=[CH:17][CH:16]=[CH:15][CH:14]=2)([C:19]2[CH:20]=[CH:21][CH:22]=[CH:23][CH:24]=2)[C:7]2[CH:12]=[CH:11][CH:10]=[CH:9][CH:8]=2)[CH:29]=[CH:28][N:27]=1)[C:36]1[CH:41]=[CH:40][CH:39]=[CH:38][CH:37]=1, predict the reactants needed to synthesize it. The reactants are: C1COCC1.[C:6]([N:25]1[CH:29]=[CH:28][N:27]=[CH:26]1)([C:19]1[CH:24]=[CH:23][CH:22]=[CH:21][CH:20]=1)([C:13]1[CH:18]=[CH:17][CH:16]=[CH:15][CH:14]=1)[C:7]1[CH:12]=[CH:11][CH:10]=[CH:9][CH:8]=1.C([Li])CCC.[CH2:35]([O:42][CH2:43][C@H:44]1[CH2:46][O:45]1)[C:36]1[CH:41]=[CH:40][CH:39]=[CH:38][CH:37]=1. (9) The reactants are: [CH:1]([C:3]1[C:4]([C:12]([O:14]C)=O)=[CH:5][N:6]2[C:11]=1[CH2:10][CH2:9][CH2:8][CH2:7]2)=O.[OH-].[NH3+:17][NH2:18]. Given the product [CH:1]1[C:3]2=[C:11]3[N:6]([CH:5]=[C:4]2[C:12](=[O:14])[NH:18][N:17]=1)[CH2:7][CH2:8][CH2:9][CH2:10]3, predict the reactants needed to synthesize it.